From a dataset of Reaction yield outcomes from USPTO patents with 853,638 reactions. Predict the reaction yield, written as a fraction of the theoretical maximum amount of product (1.0 means a 100% yield; for example, 0.34 means a 34% yield). (1) The yield is 1.00. The reactants are [F:1][C:2]1[CH:13]=[C:12]([O:14][CH2:15][C:16]2[CH:21]=[CH:20][CH:19]=[CH:18][CH:17]=2)[C:5]2[O:6]C(C)(C)[O:8][CH2:9][C:4]=2[CH:3]=1.Cl. The catalyst is C(O)C. The product is [F:1][C:2]1[CH:13]=[C:12]([O:14][CH2:15][C:16]2[CH:21]=[CH:20][CH:19]=[CH:18][CH:17]=2)[C:5]([OH:6])=[C:4]([CH2:9][OH:8])[CH:3]=1. (2) The reactants are Cl.[CH3:2][NH:3][C:4]1[O:5][CH:6]=[C:7]([C:9]2[CH:16]=[CH:15][C:12]([CH2:13][NH2:14])=[CH:11][CH:10]=2)[N:8]=1.Cl.C(OC(NCC1C=CC(C2N=C(NC)OC=2)=CC=1)=O)(C)(C)C. The catalyst is O1CCOCC1.C(Cl)Cl. The product is [CH3:2][NH:3][C:4]1[O:5][CH:6]=[C:7]([C:9]2[CH:16]=[CH:15][C:12]([C:13]#[N:14])=[CH:11][CH:10]=2)[N:8]=1. The yield is 0.950. (3) The reactants are Cl.[Cl:2][C:3]1[CH:8]=[CH:7][C:6]([CH:9]2[CH2:14][CH2:13][CH2:12][NH:11][CH2:10]2)=[C:5]([CH3:15])[CH:4]=1.[CH3:16][N:17]1[CH:21]=[C:20]([C:22](O)=[O:23])[C:19]([CH3:25])=[N:18]1.Cl.C(N=C=NCCCN(C)C)C.O.ON1C2C=CC=CC=2N=N1.C(N(CC)CC)C. The catalyst is C(Cl)Cl.O. The product is [Cl:2][C:3]1[CH:8]=[CH:7][C:6]([CH:9]2[CH2:14][CH2:13][CH2:12][N:11]([C:22]([C:20]3[C:19]([CH3:25])=[N:18][N:17]([CH3:16])[CH:21]=3)=[O:23])[CH2:10]2)=[C:5]([CH3:15])[CH:4]=1. The yield is 0.620. (4) The reactants are [CH3:1][O:2][C:3]1[CH:4]=[C:5]([CH:11]=[CH:12][C:13]=1[OH:14])[C:6]([O:8][CH2:9][CH3:10])=[O:7].C(=O)([O-])[O-].[K+].[K+].CC1C=CC(S(O[CH2:32][CH:33]2[CH2:38][CH2:37][N:36]([C:39]([O:41][C:42]([CH3:45])([CH3:44])[CH3:43])=[O:40])[CH2:35][CH2:34]2)(=O)=O)=CC=1. The catalyst is CN(C=O)C. The product is [CH3:1][O:2][C:3]1[CH:4]=[C:5]([CH:11]=[CH:12][C:13]=1[O:14][CH2:32][CH:33]1[CH2:38][CH2:37][N:36]([C:39]([O:41][C:42]([CH3:43])([CH3:45])[CH3:44])=[O:40])[CH2:35][CH2:34]1)[C:6]([O:8][CH2:9][CH3:10])=[O:7]. The yield is 0.890.